Dataset: Forward reaction prediction with 1.9M reactions from USPTO patents (1976-2016). Task: Predict the product of the given reaction. (1) Given the reactants C([O-])([O-])=O.[K+].[K+].[F:7][C:8]1[CH:13]=[C:12]([F:14])[CH:11]=[CH:10][C:9]=1[OH:15].Br[CH2:17][CH2:18][OH:19], predict the reaction product. The product is: [F:7][C:8]1[CH:13]=[C:12]([F:14])[CH:11]=[CH:10][C:9]=1[O:15][CH2:17][CH2:18][OH:19]. (2) The product is: [NH2:1][C:4]1[CH:5]=[CH:6][C:7]([C:10]2[CH:18]=[C:17]3[C:13]([C:14]([NH:19][C:20](=[O:24])[CH2:21][CH2:22][CH3:23])=[N:15][NH:16]3)=[CH:12][CH:11]=2)=[CH:8][CH:9]=1. Given the reactants [N+:1]([C:4]1[CH:9]=[CH:8][C:7]([C:10]2[CH:18]=[C:17]3[C:13]([C:14]([NH:19][C:20](=[O:24])[CH2:21][CH2:22][CH3:23])=[N:15][NH:16]3)=[CH:12][CH:11]=2)=[CH:6][CH:5]=1)([O-])=O, predict the reaction product. (3) Given the reactants [C:1]1([C:7]2([CH:13]=[O:14])[CH2:12][CH2:11][CH2:10][CH2:9][CH2:8]2)[CH:6]=[CH:5][CH:4]=[CH:3][CH:2]=1.[BH4-].[Na+], predict the reaction product. The product is: [C:1]1([C:7]2([CH2:13][OH:14])[CH2:12][CH2:11][CH2:10][CH2:9][CH2:8]2)[CH:6]=[CH:5][CH:4]=[CH:3][CH:2]=1. (4) Given the reactants [CH3:1][O:2][C:3]1[CH:12]=[CH:11][CH:10]=[C:9]2[C:4]=1[CH2:5][CH2:6][NH:7][C:8]2=[CH:13]/[C:14](/[C:17]1[CH:22]=[CH:21][CH:20]=[C:19]([O:23][CH3:24])[CH:18]=1)=[N:15]/[H].C[O:26][C:27]1C=CC=C2[C:28]=1CCN=C2C.[Li+].CC([N-]C(C)C)C.COC1C=C(C=CC=1)C#N, predict the reaction product. The product is: [CH3:1][O:2][C:3]1[CH:12]=[CH:11][CH:10]=[C:9]2[C:4]=1[CH2:5][CH2:6][N:7]1[C:27](=[O:26])[CH2:28][N:15]=[C:14]([C:17]3[CH:22]=[CH:21][CH:20]=[C:19]([O:23][CH3:24])[CH:18]=3)[CH:13]=[C:8]12. (5) Given the reactants [C:12]([O:11][C:9](O[C:9]([O:11][C:12]([CH3:15])([CH3:14])[CH3:13])=[O:10])=[O:10])([CH3:15])([CH3:14])[CH3:13].N1C=CC=CC=1.[CH3:22][O:23][C:24](=[O:35])[CH2:25][CH:26]([NH2:34])[C:27]1[CH:32]=[CH:31][CH:30]=[CH:29][C:28]=1[Cl:33], predict the reaction product. The product is: [CH3:22][O:23][C:24](=[O:35])[CH2:25][CH:26]([NH:34][C:9]([O:11][C:12]([CH3:13])([CH3:14])[CH3:15])=[O:10])[C:27]1[CH:32]=[CH:31][CH:30]=[CH:29][C:28]=1[Cl:33]. (6) The product is: [Cl:17][C:7]1[C:6]([CH:3]([CH3:5])[CH3:4])=[CH:11][C:10]([OH:12])=[C:9]([CH3:13])[CH:8]=1. Given the reactants II.[CH:3]([C:6]1[CH:7]=[CH:8][C:9]([CH3:13])=[C:10]([OH:12])[CH:11]=1)([CH3:5])[CH3:4].S(Cl)([Cl:17])(=O)=O.ClCCl, predict the reaction product. (7) Given the reactants [CH2:1]([O:3][C:4]([C:6]1([CH2:12][CH:13]2[CH2:15][CH2:14]2)SCCCS1)=[O:5])[CH3:2].C1C(=O)N(Br)C(=[O:19])C1.O, predict the reaction product. The product is: [CH2:1]([O:3][C:4](=[O:5])[C:6](=[O:19])[CH2:12][CH:13]1[CH2:15][CH2:14]1)[CH3:2]. (8) Given the reactants [C:1]([C:3]1[CH:4]=[N:5][C:6]2[C:11]([C:12]=1[CH2:13][CH2:14][C:15]13[CH2:22][CH2:21][C:18]([NH:23][C:24](=[O:30])[O:25][C:26]([CH3:29])([CH3:28])[CH3:27])([CH2:19][CH2:20]1)[CH2:17][O:16]3)=[N:10][C:9]([OH:31])=[CH:8][CH:7]=2)#[N:2].Br[CH2:33][CH2:34][O:35][CH:36]1[CH2:41][CH2:40][CH2:39][CH2:38][O:37]1, predict the reaction product. The product is: [C:1]([C:3]1[CH:4]=[N:5][C:6]2[C:11]([C:12]=1[CH2:13][CH2:14][C:15]13[CH2:22][CH2:21][C:18]([NH:23][C:24](=[O:30])[O:25][C:26]([CH3:28])([CH3:27])[CH3:29])([CH2:19][CH2:20]1)[CH2:17][O:16]3)=[N:10][C:9]([O:31][CH2:33][CH2:34][O:35][CH:36]1[CH2:41][CH2:40][CH2:39][CH2:38][O:37]1)=[CH:8][CH:7]=2)#[N:2].